From a dataset of Forward reaction prediction with 1.9M reactions from USPTO patents (1976-2016). Predict the product of the given reaction. (1) Given the reactants [Br:1][C:2]1[CH:3]=[C:4]2[C:9](=[O:10])[NH:8][C:6](=[O:7])[C:5]2=[CH:11][CH:12]=1.C(=O)([O-])[O-].[K+].[K+].Br[CH2:20][C:21]([O:23][CH3:24])=[O:22], predict the reaction product. The product is: [CH3:24][O:23][C:21](=[O:22])[CH2:20][N:8]1[C:9](=[O:10])[C:4]2[C:5](=[CH:11][CH:12]=[C:2]([Br:1])[CH:3]=2)[C:6]1=[O:7]. (2) Given the reactants [C:1]([O:5][C:6]([NH:8][C:9]1[CH:14]=[CH:13][C:12]([CH2:15][C:16]([OH:18])=O)=[CH:11][CH:10]=1)=[O:7])([CH3:4])([CH3:3])[CH3:2].C(Cl)CCl.C1C=C[C:26]2N(O)N=[N:29][C:27]=2[CH:28]=1.CCN(C(C)C)C(C)C.C1(N)CC1.C(=O)(O)[O-].[Na+], predict the reaction product. The product is: [CH:27]1([NH:29][C:16](=[O:18])[CH2:15][C:12]2[CH:11]=[CH:10][C:9]([NH:8][C:6](=[O:7])[O:5][C:1]([CH3:2])([CH3:3])[CH3:4])=[CH:14][CH:13]=2)[CH2:28][CH2:26]1. (3) Given the reactants C([N:8]1[CH2:16][C:15]2[C:10](=[C:11]([O:18][CH3:19])[CH:12]=[CH:13][C:14]=2[Br:17])[CH2:9]1)C1C=CC=CC=1.[Cl:20]C(OC(Cl)C)=O, predict the reaction product. The product is: [ClH:20].[Br:17][C:14]1[CH:13]=[CH:12][C:11]([O:18][CH3:19])=[C:10]2[C:15]=1[CH2:16][NH:8][CH2:9]2. (4) Given the reactants [CH3:13][CH:12]([O:11][C:9](/[N:8]=[N:8]/[C:9]([O:11][CH:12]([CH3:14])[CH3:13])=O)=O)[CH3:14].C(OC([NH:22][CH:23]1[C:37](=[O:38])[N:36]2C[C@@H](O)C[C@H:35]2[C:34](=[O:43])[NH:33][C@:32]2([C:45]([O:47][CH3:48])=[O:46])[CH2:44][C@H:31]2[CH:30]=[CH:29][CH2:28][CH2:27][CH2:26][CH2:25][CH2:24]1)=O)(C)(C)C.[CH3:49][N:50]1[CH:54]=[CH:53][N:52]=[C:51]1[C:55]1[N:56]=[C:57](O)[C:58]2C=[CH:62][S:61][C:59]=2N=1.C1(P(C2C=CC=CC=2)C2C=CC=CC=2)C=CC=CC=1, predict the reaction product. The product is: [NH2:22][CH:23]1[C:37](=[O:38])[N:36]2[CH2:14][C@H:12]([O:11][C:9]3[C:62]4[S:61][CH:59]=[CH:58][C:57]=4[N:56]=[C:55]([C:51]4[N:50]([CH3:49])[CH:54]=[CH:53][N:52]=4)[N:8]=3)[CH2:13][C@H:35]2[C:34](=[O:43])[NH:33][C@:32]2([C:45]([O:47][CH3:48])=[O:46])[CH2:44][C@H:31]2[CH:30]=[CH:29][CH2:28][CH2:27][CH2:26][CH2:25][CH2:24]1. (5) Given the reactants [CH3:1][C:2]1[CH:7]=[CH:6][C:5]([S:8]([NH:11][CH2:12][C:13]2([C:18]([OH:20])=[O:19])[CH2:17][CH2:16][CH2:15][CH2:14]2)(=[O:10])=[O:9])=[CH:4][CH:3]=1.I[CH3:22].[OH-].[Na+], predict the reaction product. The product is: [CH3:22][N:11]([CH2:12][C:13]1([C:18]([OH:20])=[O:19])[CH2:17][CH2:16][CH2:15][CH2:14]1)[S:8]([C:5]1[CH:6]=[CH:7][C:2]([CH3:1])=[CH:3][CH:4]=1)(=[O:9])=[O:10]. (6) Given the reactants F[C:2]1[CH:7]=[CH:6][C:5]([N+:8]([O-:10])=[O:9])=[CH:4][CH:3]=1.[CH3:11][C:12]1[N:13]=[CH:14][NH:15][CH:16]=1.C([O-])([O-])=O.[K+].[K+], predict the reaction product. The product is: [CH3:11][C:12]1[N:13]=[CH:14][N:15]([C:2]2[CH:7]=[CH:6][C:5]([N+:8]([O-:10])=[O:9])=[CH:4][CH:3]=2)[CH:16]=1. (7) Given the reactants [C:1]([O:4][CH:5]([N:7]1[C:11]2[CH:12]=[CH:13][CH:14]=[CH:15][C:10]=2[N:9]=[C:8]1[S:16][CH2:17][C:18]1[C:23]([CH3:24])=[C:22]([O:25][CH2:26][C:27]([F:30])([F:29])[F:28])[CH:21]=[CH:20][N:19]=1)[CH3:6])(=[O:3])[CH3:2].ClC1C=C(C=CC=1)C(OO)=[O:36].O, predict the reaction product. The product is: [C:1]([O:4][CH:5]([N:7]1[C:11]2[CH:12]=[CH:13][CH:14]=[CH:15][C:10]=2[N:9]=[C:8]1[S:16]([CH2:17][C:18]1[C:23]([CH3:24])=[C:22]([O:25][CH2:26][C:27]([F:29])([F:28])[F:30])[CH:21]=[CH:20][N:19]=1)=[O:36])[CH3:6])(=[O:3])[CH3:2]. (8) Given the reactants [Cl:1][C:2]1[CH:7]=[CH:6][C:5]([CH:8]2[C:17](=O)[C:16]3[C:15]([C:19]([O:21]CC)=O)=[CH:14][CH:13]=[CH:12][C:11]=3[NH:10][CH:9]2[C:24]2[CH:29]=[CH:28][C:27]([CH2:30][N:31]([CH3:33])[CH3:32])=[CH:26][CH:25]=2)=[CH:4][CH:3]=1.O.[NH2:35][NH2:36].C(O)=O, predict the reaction product. The product is: [Cl:1][C:2]1[CH:7]=[CH:6][C:5]([CH:8]2[C:17]3=[N:35][NH:36][C:19](=[O:21])[C:15]4[CH:14]=[CH:13][CH:12]=[C:11]([C:16]=43)[NH:10][CH:9]2[C:24]2[CH:29]=[CH:28][C:27]([CH2:30][N:31]([CH3:33])[CH3:32])=[CH:26][CH:25]=2)=[CH:4][CH:3]=1.